This data is from Peptide-MHC class I binding affinity with 185,985 pairs from IEDB/IMGT. The task is: Regression. Given a peptide amino acid sequence and an MHC pseudo amino acid sequence, predict their binding affinity value. This is MHC class I binding data. (1) The peptide sequence is EPIKDMEII. The MHC is HLA-B54:01 with pseudo-sequence HLA-B54:01. The binding affinity (normalized) is 0.291. (2) The peptide sequence is VFLPNTHNL. The MHC is HLA-B07:02 with pseudo-sequence HLA-B07:02. The binding affinity (normalized) is 0.0847. (3) The peptide sequence is GVPELGAFF. The MHC is HLA-A02:03 with pseudo-sequence HLA-A02:03. The binding affinity (normalized) is 0.0847. (4) The peptide sequence is KRLLLKLDF. The MHC is HLA-A02:06 with pseudo-sequence HLA-A02:06. The binding affinity (normalized) is 0.235. (5) The peptide sequence is YLINKHWQR. The MHC is HLA-A33:01 with pseudo-sequence HLA-A33:01. The binding affinity (normalized) is 0.811.